Task: Predict the product of the given reaction.. Dataset: Forward reaction prediction with 1.9M reactions from USPTO patents (1976-2016) (1) Given the reactants Br[CH2:2][C:3]1[CH:8]=[CH:7][CH:6]=[CH:5][C:4]=1[C:9]([F:12])([F:11])[F:10].[N-:13]=[N+:14]=[N-:15].[Na+], predict the reaction product. The product is: [F:10][C:9]([F:12])([F:11])[C:4]1[CH:5]=[CH:6][CH:7]=[CH:8][C:3]=1[CH2:2][N:13]=[N+:14]=[N-:15]. (2) Given the reactants C([O:8][C:9]1[CH:10]=[C:11]2[C:16](=[CH:17][CH:18]=1)[N:15]=[C:14]([O:19][C:20]1[CH:25]=[CH:24][CH:23]=[CH:22][CH:21]=1)[CH:13]=[CH:12]2)C1C=CC=CC=1, predict the reaction product. The product is: [O:19]([C:14]1[CH:13]=[CH:12][C:11]2[C:16](=[CH:17][CH:18]=[C:9]([OH:8])[CH:10]=2)[N:15]=1)[C:20]1[CH:21]=[CH:22][CH:23]=[CH:24][CH:25]=1. (3) The product is: [CH2:49]([C@@H:56]1[CH2:60][O:59][C:58](=[O:61])[N:57]1[C:62](=[O:72])[C@H:63]([CH2:67][S:68]([N:46]1[CH2:47][CH2:48][CH:43]([O:42][C:39]2[CH:38]=[CH:37][C:36]([C:33]3[CH:32]=[CH:31][C:30]([F:29])=[CH:35][CH:34]=3)=[CH:41][N:40]=2)[CH2:44][CH2:45]1)(=[O:70])=[O:69])[CH:64]([CH3:66])[CH3:65])[C:50]1[CH:55]=[CH:54][CH:53]=[CH:52][CH:51]=1. Given the reactants C(OC(=O)C(CS(N1CCN(C2C=CC(Br)=CC=2)CC1)(=O)=O)C(C)C)(C)(C)C.[F:29][C:30]1[CH:35]=[CH:34][C:33]([C:36]2[CH:37]=[CH:38][C:39]([O:42][CH:43]3[CH2:48][CH2:47][NH:46][CH2:45][CH2:44]3)=[N:40][CH:41]=2)=[CH:32][CH:31]=1.[CH2:49]([C@@H:56]1[CH2:60][O:59][C:58](=[O:61])[N:57]1[C:62](=[O:72])[C@H:63]([CH2:67][S:68](Cl)(=[O:70])=[O:69])[CH:64]([CH3:66])[CH3:65])[C:50]1[CH:55]=[CH:54][CH:53]=[CH:52][CH:51]=1, predict the reaction product. (4) Given the reactants [CH:1]1[C:13]2[NH:12][C:11]3[C:6](=[CH:7][CH:8]=[CH:9][CH:10]=3)[C:5]=2[CH:4]=[CH:3][CH:2]=1.[Br:14][C:15]1[CH:20]=[CH:19][CH:18]=[CH:17][C:16]=1[I:21].C(=O)([O-])[O-].[K+].[K+], predict the reaction product. The product is: [Br:14][C:15]1[CH:20]=[CH:19][CH:18]=[CH:17][C:16]=1[N:12]1[C:11]2[CH:10]=[CH:9][CH:8]=[CH:7][C:6]=2[C:5]2[C:13]1=[CH:1][CH:2]=[CH:3][CH:4]=2.[I:21][C:16]1[CH:17]=[CH:18][CH:19]=[CH:20][C:15]=1[N:12]1[C:11]2[CH:10]=[CH:9][CH:8]=[CH:7][C:6]=2[C:5]2[C:13]1=[CH:1][CH:2]=[CH:3][CH:4]=2. (5) Given the reactants [CH:1]1([NH:7][CH2:8][C:9]([NH2:11])=[O:10])[CH2:6][CH2:5][CH2:4][CH2:3][CH2:2]1.CCO[C:15](OCC)(OCC)[C:16]1[CH:21]=[CH:20][CH:19]=[CH:18][CH:17]=1, predict the reaction product. The product is: [CH:1]1([N:7]2[CH2:8][C:9](=[O:10])[N:11]=[C:15]2[C:16]2[CH:21]=[CH:20][CH:19]=[CH:18][CH:17]=2)[CH2:6][CH2:5][CH2:4][CH2:3][CH2:2]1. (6) The product is: [CH3:17][O:16][C:13]1[CH:14]=[CH:15][C:10]([N:8]([CH3:9])[C:6]2[CH:5]=[CH:4][N:3]=[C:2]([N:24]([CH3:25])[CH3:23])[N:7]=2)=[CH:11][CH:12]=1. Given the reactants Cl[C:2]1[N:7]=[C:6]([N:8]([C:10]2[CH:15]=[CH:14][C:13]([O:16][CH3:17])=[CH:12][CH:11]=2)[CH3:9])[CH:5]=[CH:4][N:3]=1.[NH4+].[F-].ClCCl.[CH3:23][N:24](C=O)[CH3:25], predict the reaction product.